Task: Predict the reactants needed to synthesize the given product.. Dataset: Full USPTO retrosynthesis dataset with 1.9M reactions from patents (1976-2016) The reactants are: [N:1]1[C:10]2[CH2:9][CH2:8][CH2:7][C:6](=[O:11])[C:5]=2[N:4]=[CH:3][CH:2]=1.CC1C=CC(S(N[C@@H]([C@H](N)C2C=CC=CC=2)C2C=CC=CC=2)(=O)=O)=CC=1. Given the product [N:1]1[C:10]2[CH2:9][CH2:8][CH2:7][C@@H:6]([OH:11])[C:5]=2[N:4]=[CH:3][CH:2]=1, predict the reactants needed to synthesize it.